From a dataset of Forward reaction prediction with 1.9M reactions from USPTO patents (1976-2016). Predict the product of the given reaction. (1) Given the reactants [OH:1][C:2]1[CH:3]=[C:4]([CH2:12][C:13]([O:15][C:16]([CH3:19])([CH3:18])[CH3:17])=[O:14])[CH:5]=[C:6]([CH3:11])[C:7]=1[N+:8]([O-])=O, predict the reaction product. The product is: [NH2:8][C:7]1[C:6]([CH3:11])=[CH:5][C:4]([CH2:12][C:13]([O:15][C:16]([CH3:18])([CH3:17])[CH3:19])=[O:14])=[CH:3][C:2]=1[OH:1]. (2) Given the reactants [C:1]([C:4]1[CH:13]=[CH:12][C:7]2[NH:8][C:9](=[O:11])[S:10][C:6]=2[CH:5]=1)(=[O:3])[CH3:2].I[CH2:15][CH2:16][CH3:17].C(=O)([O-])[O-].[K+].[K+], predict the reaction product. The product is: [C:1]([C:4]1[CH:13]=[CH:12][C:7]2[N:8]([CH2:15][CH2:16][CH3:17])[C:9](=[O:11])[S:10][C:6]=2[CH:5]=1)(=[O:3])[CH3:2]. (3) Given the reactants [C:1]([C:5]1[N:10]=[C:9]([O:11][C:12]2[C:17]([CH3:18])=[CH:16][C:15]([CH3:19])=[CH:14][C:13]=2[CH3:20])[C:8]([C:21]([OH:23])=O)=[CH:7][CH:6]=1)([CH3:4])([CH3:3])[CH3:2].[N+:24]([C:27]1[CH:32]=[CH:31][CH:30]=[CH:29][C:28]=1[S:33]([NH2:36])(=[O:35])=[O:34])([O-:26])=[O:25].CN(C(ON1N=NC2C=CC=NC1=2)=[N+](C)C)C.F[P-](F)(F)(F)(F)F.C(N(C(C)C)C(C)C)C, predict the reaction product. The product is: [C:1]([C:5]1[N:10]=[C:9]([O:11][C:12]2[C:17]([CH3:18])=[CH:16][C:15]([CH3:19])=[CH:14][C:13]=2[CH3:20])[C:8]([C:21]([NH:36][S:33]([C:28]2[CH:29]=[CH:30][CH:31]=[CH:32][C:27]=2[N+:24]([O-:26])=[O:25])(=[O:35])=[O:34])=[O:23])=[CH:7][CH:6]=1)([CH3:2])([CH3:3])[CH3:4]. (4) Given the reactants [NH2:1][C@@H:2]([CH2:36][CH2:37][C:38]1[CH:43]=[CH:42][CH:41]=[CH:40][CH:39]=1)[C:3]([NH:5][C@@H:6]([CH2:29][C:30]1[CH:35]=[CH:34][CH:33]=[CH:32][CH:31]=1)[C:7]([NH:9][C@H:10]([B:16]1[O:20][C@@H:19]2[CH2:21][C@@H:22]3[CH2:25][C@H:24]([C@:18]2([CH3:28])[O:17]1)[C:23]3([CH3:27])[CH3:26])[CH2:11][CH:12]1[CH2:15][CH2:14][CH2:13]1)=[O:8])=[O:4].C(#N)C.[C:47](OC(=O)C)(=[O:49])[CH3:48].C(N(CC)C(C)C)(C)C, predict the reaction product. The product is: [C:47]([NH:1][C@@H:2]([CH2:36][CH2:37][C:38]1[CH:43]=[CH:42][CH:41]=[CH:40][CH:39]=1)[C:3]([NH:5][C@@H:6]([CH2:29][C:30]1[CH:35]=[CH:34][CH:33]=[CH:32][CH:31]=1)[C:7]([NH:9][C@H:10]([B:16]1[O:20][C@@H:19]2[CH2:21][C@@H:22]3[CH2:25][C@H:24]([C@:18]2([CH3:28])[O:17]1)[C:23]3([CH3:26])[CH3:27])[CH2:11][CH:12]1[CH2:15][CH2:14][CH2:13]1)=[O:8])=[O:4])(=[O:49])[CH3:48]. (5) Given the reactants Cl[C:2]1[CH:7]=[C:6]([CH3:8])[N:5]=[CH:4][N:3]=1.[I-].[CH2:10]([Zn+])[C:11]([CH3:14])([CH3:13])[CH3:12], predict the reaction product. The product is: [CH3:8][C:6]1[CH:7]=[C:2]([CH2:10][C:11]([CH3:14])([CH3:13])[CH3:12])[N:3]=[CH:4][N:5]=1. (6) Given the reactants CC1(C)[O:19][C:6]2=[C:7]([CH3:18])[N:8]=[CH:9][C:10]([CH:11]=[CH:12][C:13]([O:15][CH2:16][CH3:17])=[O:14])=[C:5]2[CH2:4][O:3]1, predict the reaction product. The product is: [OH:19][C:6]1[C:5]([CH2:4][OH:3])=[C:10]([CH:11]=[CH:12][C:13]([O:15][CH2:16][CH3:17])=[O:14])[CH:9]=[N:8][C:7]=1[CH3:18]. (7) Given the reactants [NH2:1][C:2]([C:4]1[S:8][C:7]([C:9]2[CH:10]=[C:11]3[C:16](=[CH:17][CH:18]=2)[C:15](=[O:19])[N:14]([CH2:20][CH:21]([CH3:23])[CH3:22])[C:13]([CH2:24][NH:25]C(=O)OC(C)(C)C)=[C:12]3[O:33][CH2:34][CH2:35][CH2:36][CH3:37])=[N:6][C:5]=1[CH3:38])=[O:3].[ClH:39], predict the reaction product. The product is: [ClH:39].[NH2:25][CH2:24][C:13]1[N:14]([CH2:20][CH:21]([CH3:22])[CH3:23])[C:15](=[O:19])[C:16]2[C:11]([C:12]=1[O:33][CH2:34][CH2:35][CH2:36][CH3:37])=[CH:10][C:9]([C:7]1[S:8][C:4]([C:2]([NH2:1])=[O:3])=[C:5]([CH3:38])[N:6]=1)=[CH:18][CH:17]=2.